From a dataset of Full USPTO retrosynthesis dataset with 1.9M reactions from patents (1976-2016). Predict the reactants needed to synthesize the given product. (1) Given the product [CH:17]1[CH:18]=[CH:19][C:12]2[S:11](=[O:21])(=[O:20])[N:10]([CH2:9][CH2:8][CH2:7][CH2:6][N:25]3[CH2:26][CH2:27][N:22]([C:28]4[N:33]=[CH:32][CH:31]=[CH:30][N:29]=4)[CH2:23][CH2:24]3)[C:14](=[O:15])[C:13]=2[CH:16]=1, predict the reactants needed to synthesize it. The reactants are: CS(O[CH2:6][CH2:7][CH2:8][CH2:9][N:10]1[C:14](=[O:15])[C:13]2[CH:16]=[CH:17][CH:18]=[CH:19][C:12]=2[S:11]1(=[O:21])=[O:20])(=O)=O.[N:22]1([C:28]2[N:33]=[CH:32][CH:31]=[CH:30][N:29]=2)[CH2:27][CH2:26][NH:25][CH2:24][CH2:23]1.C1(C)C=CC=CC=1. (2) Given the product [CH:8]([C:5]1[O:6][CH:7]=[C:3]([CH2:2][N:30]2[CH2:29][CH2:28][N:27]([C:20]([O:22][C:23]([CH3:26])([CH3:25])[CH3:24])=[O:21])[CH2:32][CH2:31]2)[N:4]=1)([CH3:10])[CH3:9], predict the reactants needed to synthesize it. The reactants are: Cl[CH2:2][C:3]1[N:4]=[C:5]([CH:8]([CH3:10])[CH3:9])[O:6][CH:7]=1.CCN(C(C)C)C(C)C.[C:20]([N:27]1[CH2:32][CH2:31][NH:30][CH2:29][CH2:28]1)([O:22][C:23]([CH3:26])([CH3:25])[CH3:24])=[O:21]. (3) The reactants are: [CH3:1][O:2][C:3]1[CH:4]=[C:5]([CH:11]([CH:14]([CH3:16])[CH3:15])[C:12]#[N:13])[CH:6]=[CH:7][C:8]=1[O:9][CH3:10].[NH2-].[Na+].[Cl:19][CH2:20][CH2:21][CH2:22]I.CO. Given the product [Cl:19][CH2:20][CH2:21][CH2:22][C:11]([C:5]1[CH:6]=[CH:7][C:8]([O:9][CH3:10])=[C:3]([O:2][CH3:1])[CH:4]=1)([CH:14]([CH3:16])[CH3:15])[C:12]#[N:13], predict the reactants needed to synthesize it. (4) Given the product [CH3:27][O:28][C:29](=[O:40])[C@@H:30]([NH:31][C:22](=[O:23])[C:21]1[CH:20]=[CH:19][C:18]([S:15](=[O:16])(=[O:17])[NH:14][C:9]2[CH:10]=[CH:11][CH:12]=[CH:13][C:8]=2[O:1][C:2]2[CH:7]=[CH:6][CH:5]=[CH:4][CH:3]=2)=[CH:26][CH:25]=1)[CH2:32][C:33]1[CH:34]=[CH:35][C:36]([OH:39])=[CH:37][CH:38]=1, predict the reactants needed to synthesize it. The reactants are: [O:1]([C:8]1[CH:13]=[CH:12][CH:11]=[CH:10][C:9]=1[NH:14][S:15]([C:18]1[CH:26]=[CH:25][C:21]([C:22](O)=[O:23])=[CH:20][CH:19]=1)(=[O:17])=[O:16])[C:2]1[CH:7]=[CH:6][CH:5]=[CH:4][CH:3]=1.[CH3:27][O:28][C:29](=[O:40])[C@H:30]([CH2:32][C:33]1[CH:38]=[CH:37][C:36]([OH:39])=[CH:35][CH:34]=1)[NH2:31]. (5) Given the product [CH2:1]([CH:3]1[N:12]2[C:7](=[CH:8][C:9](=[O:18])[C:10]([C:13]([OH:15])=[O:14])=[CH:11]2)[C:6]2[CH:19]=[C:20]([O:32][CH3:33])[C:21]([O:23][CH2:24][C:25](=[O:31])[N:26]3[CH2:27][CH2:28][CH2:29][CH2:30]3)=[CH:22][C:5]=2[CH2:4]1)[CH3:2], predict the reactants needed to synthesize it. The reactants are: [CH2:1]([CH:3]1[N:12]2[C:7](=[CH:8][C:9](=[O:18])[C:10]([C:13]([O:15]CC)=[O:14])=[CH:11]2)[C:6]2[CH:19]=[C:20]([O:32][CH3:33])[C:21]([O:23][CH2:24][C:25](=[O:31])[N:26]3[CH2:30][CH2:29][CH2:28][CH2:27]3)=[CH:22][C:5]=2[CH2:4]1)[CH3:2].[OH-].[Na+].Cl. (6) Given the product [C:15]([CH2:14][NH:13][C:12]([C:8]1[NH:7][C:6]2[C:5]([Cl:21])=[C:4]([Cl:3])[S:11][C:10]=2[CH:9]=1)=[O:20])([OH:17])=[O:16], predict the reactants needed to synthesize it. The reactants are: [OH-].[Na+].[Cl:3][C:4]1[S:11][C:10]2[CH:9]=[C:8]([C:12](=[O:20])[NH:13][CH2:14][C:15]([O:17]CC)=[O:16])[NH:7][C:6]=2[C:5]=1[Cl:21]. (7) Given the product [CH3:22][O:21][C:19](=[O:20])[CH2:18][C:17]1([C:23]([O:25][CH3:26])=[O:24])[O:9][N:4]2[CH2:5][CH2:6][CH2:7][CH2:8][C:3]2=[N:2]1, predict the reactants needed to synthesize it. The reactants are: Cl.[NH:2]=[C:3]1[CH2:8][CH2:7][CH2:6][CH2:5][N:4]1[OH:9].C(N(CC)CC)C.[C:17]([C:23]([O:25][CH3:26])=[O:24])#[C:18][C:19]([O:21][CH3:22])=[O:20]. (8) Given the product [CH3:1][O:2][C:3]1[CH:4]=[C:5]([CH:6]=[CH:7][CH:8]=1)[CH2:9][CH2:10][C:11]1[S:51][C:38]([C:36]2[CH:35]=[CH:34][C:33]3[NH:29][CH:30]=[N:31][C:32]=3[CH:37]=2)=[N:40][N:41]=1, predict the reactants needed to synthesize it. The reactants are: [CH3:1][O:2][C:3]1[CH:4]=[C:5]([CH2:9][CH2:10][C:11](O)=O)[CH:6]=[CH:7][CH:8]=1.C1CCC(N=C=NC2CCCCC2)CC1.[N:29]1[C:33]2[CH:34]=[CH:35][C:36]([C:38]([NH:40][NH2:41])=O)=[CH:37][C:32]=2[NH:31][CH:30]=1.COC1C=CC(P2(SP(C3C=CC(OC)=CC=3)(=S)S2)=[S:51])=CC=1.